From a dataset of Full USPTO retrosynthesis dataset with 1.9M reactions from patents (1976-2016). Predict the reactants needed to synthesize the given product. (1) Given the product [Cl:16][C:17]1[N:18]=[CH:19][C:20]2[CH:25]=[CH:24][N:23]([CH:26]3[CH2:29][CH2:30][CH2:28][CH2:27]3)[C:21]=2[N:22]=1, predict the reactants needed to synthesize it. The reactants are: C1(N)CCCC1.BrC1C(Cl)=NC(Cl)=NC=1.[Cl:16][C:17]1[N:18]=[CH:19][C:20]2[CH:25]=[CH:24][N:23]([CH:26]([CH2:29][CH3:30])[CH2:27][CH3:28])[C:21]=2[N:22]=1. (2) Given the product [CH3:48][CH:47]1[C:38]2[C:39](=[N:40][C:35]([C:31]3[CH:32]=[CH:33][CH:34]=[C:29]([C:28]([F:27])([F:44])[F:45])[CH:30]=3)=[CH:36][CH:37]=2)[N:41]([C:19]([NH:1][C:2]2[CH:7]=[CH:6][CH:5]=[CH:4][N:3]=2)=[O:25])[CH2:50][CH2:46]1, predict the reactants needed to synthesize it. The reactants are: [NH2:1][C:2]1[CH:7]=[CH:6][CH:5]=[CH:4][N:3]=1.C(N(CC)CC)C.ClC(Cl)(O[C:19](=[O:25])OC(Cl)(Cl)Cl)Cl.[F:27][C:28]([F:45])([F:44])[C:29]1[CH:30]=[C:31]([C:35]2[N:40]=[C:39]3[NH:41]CC[C:38]3=[CH:37][CH:36]=2)[CH:32]=[CH:33][CH:34]=1.[CH2:46]1[CH2:50]O[CH2:48][CH2:47]1. (3) Given the product [CH2:11]([O:10][C:6]1[C:3]2[CH:4]=[CH:5][S:1][C:2]=2[CH:9]=[CH:8][CH:7]=1)[CH:12]([CH3:14])[CH3:13], predict the reactants needed to synthesize it. The reactants are: [S:1]1[CH:5]=[CH:4][C:3]2[C:6]([OH:10])=[CH:7][CH:8]=[CH:9][C:2]1=2.[CH2:11](O)[CH:12]([CH3:14])[CH3:13].C1(P(C2C=CC=CC=2)C2C=CC=CC=2)C=CC=CC=1.CCOC(/N=N/C(OCC)=O)=O. (4) Given the product [CH:5]1([C:44]2[NH:11][C:25]([C:26]3[CH:39]=[CH:37][N:36]=[CH:40][CH:42]=3)=[CH:24][C:23]=2[C:22]([NH2:27])=[O:43])[CH2:4][CH2:3][CH2:2][CH2:1][CH2:6]1, predict the reactants needed to synthesize it. The reactants are: [CH:1]1[CH:2]=[CH:3][C:4]2N(O)N=N[C:5]=2[CH:6]=1.[NH3:11].CN(C(ON1N=[N:27][C:22]2[CH:23]=[CH:24][CH:25]=[CH:26]C1=2)=[N+](C)C)C.[B-](F)(F)(F)F.CC[N:36]([CH:40]([CH3:42])C)[CH:37]([CH3:39])C.[OH2:43].[CH3:44]N(C=O)C.